This data is from Full USPTO retrosynthesis dataset with 1.9M reactions from patents (1976-2016). The task is: Predict the reactants needed to synthesize the given product. Given the product [C:15]([SiH2:19][O:20][C:21]([CH3:37])([CH3:38])[C@@:22]([CH3:36])(/[CH:34]=[CH:35]/[C:2]1[CH:3]=[CH:4][C:5]2[C:10](=[CH:9][C:8]([C@H:12]([OH:14])[CH3:13])=[CH:7][CH:6]=2)[CH:11]=1)[C:23]([N:25]1[C@H:29]([CH:30]([CH3:31])[CH3:32])[CH2:28][O:27][C:26]1=[O:33])=[O:24])([CH3:18])([CH3:17])[CH3:16], predict the reactants needed to synthesize it. The reactants are: Br[C:2]1[CH:11]=[C:10]2[C:5]([CH:6]=[CH:7][C:8]([C@H:12]([OH:14])[CH3:13])=[CH:9]2)=[CH:4][CH:3]=1.[C:15]([SiH2:19][O:20][C:21]([CH3:38])([CH3:37])[C@@:22]([CH3:36])([CH:34]=[CH2:35])[C:23]([N:25]1[C@H:29]([CH:30]([CH3:32])[CH3:31])[CH2:28][O:27][C:26]1=[O:33])=[O:24])([CH3:18])([CH3:17])[CH3:16].C1(C)C=CC=CC=1P(C1C=CC=CC=1C)C1C=CC=CC=1C.C1(CNCC2CCCCC2)CCCCC1.